From a dataset of Catalyst prediction with 721,799 reactions and 888 catalyst types from USPTO. Predict which catalyst facilitates the given reaction. (1) Reactant: [Cl:1][C:2]1[CH:3]=[CH:4][C:5]([O:12][CH3:13])=[C:6]([S:8](Cl)(=[O:10])=[O:9])[CH:7]=1.[N:14]1[C:23]2[C:18](=[CH:19][CH:20]=[CH:21][CH:22]=2)[CH:17]=[C:16]([NH2:24])[CH:15]=1. Product: [Cl:1][C:2]1[CH:3]=[CH:4][C:5]([O:12][CH3:13])=[C:6]([S:8]([NH:24][C:16]2[CH:15]=[N:14][C:23]3[C:18]([CH:17]=2)=[CH:19][CH:20]=[CH:21][CH:22]=3)(=[O:10])=[O:9])[CH:7]=1. The catalyst class is: 377. (2) Reactant: C([O:4][CH2:5][CH2:6][O:7][C:8]1[CH:9]=[C:10]([CH:33]=[CH:34][CH:35]=1)[CH2:11][N:12]1[C:20]2[C:15](=[CH:16][C:17]([NH:21][C:22]3[CH:31]=[CH:30][C:29]([Cl:32])=[CH:28][C:23]=3[C:24]([O:26]C)=[O:25])=[CH:18][CH:19]=2)[CH:14]=[CH:13]1)(=O)C.[OH-].[Na+].O.Cl. Product: [Cl:32][C:29]1[CH:30]=[CH:31][C:22]([NH:21][C:17]2[CH:16]=[C:15]3[C:20](=[CH:19][CH:18]=2)[N:12]([CH2:11][C:10]2[CH:33]=[CH:34][CH:35]=[C:8]([O:7][CH2:6][CH2:5][OH:4])[CH:9]=2)[CH:13]=[CH:14]3)=[C:23]([CH:28]=1)[C:24]([OH:26])=[O:25]. The catalyst class is: 8. (3) Reactant: [C:1]([O:10]C)(=O)[C:2]1[C:3](=[CH:5][CH:6]=[CH:7][CH:8]=1)[SH:4].[C:12]([C:14]1[CH:19]=[C:18]([CH2:20][CH2:21][CH2:22][O:23][CH2:24][CH2:25][C:26]([O:28][C:29]([CH3:32])([CH3:31])[CH3:30])=[O:27])[CH:17]=[CH:16][N:15]=1)#[N:13]. Product: [O:10]=[C:1]1[C:2]2[CH:8]=[CH:7][CH:6]=[CH:5][C:3]=2[S:4][C:12]([C:14]2[CH:19]=[C:18]([CH2:20][CH2:21][CH2:22][O:23][CH2:24][CH2:25][C:26]([O:28][C:29]([CH3:32])([CH3:31])[CH3:30])=[O:27])[CH:17]=[CH:16][N:15]=2)=[N:13]1. The catalyst class is: 11. (4) Reactant: [Br:1][C:2]1[CH:7]=[C:6](F)[C:5]([N+:9]([O-:11])=[O:10])=[CH:4][C:3]=1[F:12].[CH3:13][O-:14].[Na+]. Product: [Br:1][C:2]1[CH:7]=[C:6]([O:14][CH3:13])[C:5]([N+:9]([O-:11])=[O:10])=[CH:4][C:3]=1[F:12]. The catalyst class is: 5.